The task is: Regression. Given a peptide amino acid sequence and an MHC pseudo amino acid sequence, predict their binding affinity value. This is MHC class I binding data.. This data is from Peptide-MHC class I binding affinity with 185,985 pairs from IEDB/IMGT. (1) The peptide sequence is LVKSPNHVK. The MHC is HLA-A68:01 with pseudo-sequence HLA-A68:01. The binding affinity (normalized) is 0.584. (2) The peptide sequence is KLKSMEAEMI. The MHC is HLA-A02:01 with pseudo-sequence HLA-A02:01. The binding affinity (normalized) is 0.326. (3) The peptide sequence is QPQEQVPL. The MHC is HLA-B53:01 with pseudo-sequence HLA-B53:01. The binding affinity (normalized) is 0. (4) The peptide sequence is YECTSRHFT. The MHC is HLA-B18:01 with pseudo-sequence HLA-B18:01. The binding affinity (normalized) is 0.467. (5) The peptide sequence is ESRPFDLIK. The MHC is HLA-A11:01 with pseudo-sequence HLA-A11:01. The binding affinity (normalized) is 0.336. (6) The binding affinity (normalized) is 0.0847. The MHC is HLA-B08:03 with pseudo-sequence HLA-B08:03. The peptide sequence is RDITAFEGL.